From a dataset of Peptide-MHC class II binding affinity with 134,281 pairs from IEDB. Regression. Given a peptide amino acid sequence and an MHC pseudo amino acid sequence, predict their binding affinity value. This is MHC class II binding data. The peptide sequence is LKTRPILSPLTKGIL. The MHC is HLA-DQA10102-DQB10602 with pseudo-sequence HLA-DQA10102-DQB10602. The binding affinity (normalized) is 0.188.